Task: Predict the product of the given reaction.. Dataset: Forward reaction prediction with 1.9M reactions from USPTO patents (1976-2016) (1) Given the reactants [Si:1]([O:18][CH2:19][CH2:20][NH:21][CH2:22][CH3:23])([C:14]([CH3:17])([CH3:16])[CH3:15])([C:8]1[CH:13]=[CH:12][CH:11]=[CH:10][CH:9]=1)[C:2]1[CH:7]=[CH:6][CH:5]=[CH:4][CH:3]=1.P(ON1C(=O)C2C=CC=CC=2N=N1)(OCC)(OCC)=O.CCN(C(C)C)C(C)C.[C:53]1([S:59][CH2:60][C@H:61]([NH:66][C:67]2[CH:72]=[CH:71][C:70]([S:73](=[O:76])(=[O:75])[NH2:74])=[CH:69][C:68]=2[S:77]([C:80]([F:83])([F:82])[F:81])(=[O:79])=[O:78])[CH2:62][C:63]([OH:65])=O)[CH:58]=[CH:57][CH:56]=[CH:55][CH:54]=1, predict the reaction product. The product is: [Si:1]([O:18][CH2:19][CH2:20][N:21]([CH2:22][CH3:23])[C:63](=[O:65])[CH2:62][C@@H:61]([NH:66][C:67]1[CH:72]=[CH:71][C:70]([S:73](=[O:75])(=[O:76])[NH2:74])=[CH:69][C:68]=1[S:77]([C:80]([F:81])([F:82])[F:83])(=[O:79])=[O:78])[CH2:60][S:59][C:53]1[CH:54]=[CH:55][CH:56]=[CH:57][CH:58]=1)([C:14]([CH3:16])([CH3:17])[CH3:15])([C:8]1[CH:9]=[CH:10][CH:11]=[CH:12][CH:13]=1)[C:2]1[CH:3]=[CH:4][CH:5]=[CH:6][CH:7]=1. (2) The product is: [F:1][C:2]1[S:6][C:5]([C:7]2[CH:12]=[CH:11][N:10]=[C:9]([NH2:13])[C:8]=2[NH2:14])=[CH:4][CH:3]=1. Given the reactants [F:1][C:2]1[S:6][C:5]([C:7]2[CH:12]=[CH:11][N:10]=[C:9]([NH2:13])[C:8]=2[N+:14]([O-])=O)=[CH:4][CH:3]=1.[NH4+].[Cl-].CCOC(C)=O, predict the reaction product. (3) Given the reactants [CH2:1]([N:8]1[CH2:13][CH2:12][N:11]([C:14]([C:16]2[CH:21]=[C:20]([C:22]3[CH:27]=[CH:26][C:25]([O:28][CH2:29][O:30][CH3:31])=[CH:24][CH:23]=3)[N:19]=[C:18]3[N:32]([CH:36]4[CH2:41][CH2:40][CH2:39][CH2:38][O:37]4)[N:33]=[C:34]([CH3:35])[C:17]=23)=O)[CH2:10][C@H:9]1[CH2:42][C:43]([F:46])([F:45])[F:44])[C:2]1[CH:7]=[CH:6][CH:5]=[CH:4][CH:3]=1.B.CSC, predict the reaction product. The product is: [CH2:1]([N:8]1[CH2:13][CH2:12][N:11]([CH2:14][C:16]2[CH:21]=[C:20]([C:22]3[CH:23]=[CH:24][C:25]([O:28][CH2:29][O:30][CH3:31])=[CH:26][CH:27]=3)[N:19]=[C:18]3[N:32]([CH:36]4[CH2:41][CH2:40][CH2:39][CH2:38][O:37]4)[N:33]=[C:34]([CH3:35])[C:17]=23)[CH2:10][C@H:9]1[CH2:42][C:43]([F:45])([F:46])[F:44])[C:2]1[CH:3]=[CH:4][CH:5]=[CH:6][CH:7]=1.